Dataset: Full USPTO retrosynthesis dataset with 1.9M reactions from patents (1976-2016). Task: Predict the reactants needed to synthesize the given product. Given the product [F:5][C:6]1[CH:29]=[CH:28][C:9]([C:10]([N:12]2[C:20]3[C:15](=[CH:16][C:17]([OH:21])=[CH:18][CH:19]=3)[C:14]([CH2:23][C:24]([OH:26])=[O:25])=[C:13]2[CH3:27])=[O:11])=[CH:8][CH:7]=1, predict the reactants needed to synthesize it. The reactants are: B(Br)(Br)Br.[F:5][C:6]1[CH:29]=[CH:28][C:9]([C:10]([N:12]2[C:20]3[C:15](=[CH:16][C:17]([O:21]C)=[CH:18][CH:19]=3)[C:14]([CH2:23][C:24]([OH:26])=[O:25])=[C:13]2[CH3:27])=[O:11])=[CH:8][CH:7]=1.